From a dataset of Reaction yield outcomes from USPTO patents with 853,638 reactions. Predict the reaction yield, written as a fraction of the theoretical maximum amount of product (1.0 means a 100% yield; for example, 0.34 means a 34% yield). (1) The reactants are [CH3:1][N:2]([C:11]1[CH:12]=[CH:13][CH:14]=[C:15]2[C:19]=1[NH:18][C:17]([C:20]1[S:21][C:22]([CH3:32])([CH2:25][N:26]3[CH2:31][CH2:30][NH:29][CH2:28][CH2:27]3)[CH2:23][N:24]=1)=[CH:16]2)[S:3]([C:6]1[S:7][CH:8]=[CH:9][CH:10]=1)(=[O:5])=[O:4].C(N(CC)CC)C.[CH3:40][S:41](Cl)(=[O:43])=[O:42]. The catalyst is O1CCCC1. The product is [CH3:1][N:2]([C:11]1[CH:12]=[CH:13][CH:14]=[C:15]2[C:19]=1[NH:18][C:17]([C:20]1[S:21][C:22]([CH3:32])([CH2:25][N:26]3[CH2:31][CH2:30][N:29]([S:41]([CH3:40])(=[O:43])=[O:42])[CH2:28][CH2:27]3)[CH2:23][N:24]=1)=[CH:16]2)[S:3]([C:6]1[S:7][CH:8]=[CH:9][CH:10]=1)(=[O:5])=[O:4]. The yield is 0.810. (2) The reactants are [C:1]([C:3]1[CH:8]=[CH:7][CH:6]=[CH:5][C:4]=1B(O)O)#[N:2].Br[C:13]1[CH:14]=[C:15]([CH:17]=[CH:18][CH:19]=1)[NH2:16].C([O-])([O-])=O.[Na+].[Na+]. The catalyst is COCCOC.C1C=CC([P]([Pd]([P](C2C=CC=CC=2)(C2C=CC=CC=2)C2C=CC=CC=2)([P](C2C=CC=CC=2)(C2C=CC=CC=2)C2C=CC=CC=2)[P](C2C=CC=CC=2)(C2C=CC=CC=2)C2C=CC=CC=2)(C2C=CC=CC=2)C2C=CC=CC=2)=CC=1. The product is [C:1]([C:3]1[CH:8]=[CH:7][CH:6]=[CH:5][C:4]=1[C:13]1[CH:19]=[CH:18][CH:17]=[C:15]([NH2:16])[CH:14]=1)#[N:2]. The yield is 0.790. (3) The reactants are [CH3:1][C:2]1[CH:11]=[CH:10][C:5]([C:6]([O:8][CH3:9])=[O:7])=[CH:4][C:3]=1[N+:12]([O-:14])=[O:13].CO[CH:17](OC)[N:18]([CH3:20])[CH3:19].CN(C)C=O. The catalyst is CO. The product is [CH3:17][N:18]([CH:20]=[CH:1][C:2]1[CH:11]=[CH:10][C:5]([C:6]([O:8][CH3:9])=[O:7])=[CH:4][C:3]=1[N+:12]([O-:14])=[O:13])[CH3:19]. The yield is 0.910. (4) The reactants are [CH2:1]([O:3][CH:4]([O:7][CH2:8][CH3:9])[C:5]#[N:6])[CH3:2].[CH3:10][O-:11].[Na+]. The catalyst is CO. The product is [CH2:1]([O:3][CH:4]([O:7][CH2:8][CH3:9])[C:5](=[NH:6])[O:11][CH3:10])[CH3:2]. The yield is -0.900. (5) The reactants are [C:1]([CH:5]1[CH2:13][C:12]2[C:7](=[CH:8][C:9]([N+:14]([O-:16])=[O:15])=[CH:10][CH:11]=2)[NH:6]1)([CH3:4])([CH3:3])[CH3:2].C(C1C(=O)C(Cl)=C(Cl)C(=O)C=1C#N)#N. The catalyst is O1CCOCC1. The product is [C:1]([C:5]1[NH:6][C:7]2[C:12]([CH:13]=1)=[CH:11][CH:10]=[C:9]([N+:14]([O-:16])=[O:15])[CH:8]=2)([CH3:4])([CH3:2])[CH3:3]. The yield is 0.800. (6) The reactants are [CH:1]1([CH:6]=[C:7]([C:18]2[NH:34][C:21]3=[N:22][CH:23]=[C:24]([CH2:26][CH:27]4[CH2:31][O:30][C:29]([CH3:33])([CH3:32])[O:28]4)[CH:25]=[C:20]3[CH:19]=2)[C:8]2[CH:13]=[CH:12][C:11]([S:14]([CH3:17])(=[O:16])=[O:15])=[CH:10][CH:9]=2)[CH2:5][CH2:4][CH2:3][CH2:2]1.[H][H]. The catalyst is [Pd].CO. The product is [CH:1]1([CH2:6][CH:7]([C:18]2[NH:34][C:21]3=[N:22][CH:23]=[C:24]([CH2:26][CH:27]4[CH2:31][O:30][C:29]([CH3:32])([CH3:33])[O:28]4)[CH:25]=[C:20]3[CH:19]=2)[C:8]2[CH:13]=[CH:12][C:11]([S:14]([CH3:17])(=[O:16])=[O:15])=[CH:10][CH:9]=2)[CH2:5][CH2:4][CH2:3][CH2:2]1. The yield is 0.868. (7) The reactants are [Cl:1][C:2]1[CH:28]=[CH:27][C:5]([CH2:6][C@@H:7]2[CH2:18][CH:17]=[CH:16][CH2:15][CH2:14][C:13](=[O:19])[O:12][C@H:11]([C:20]3[CH:25]=[CH:24][CH:23]=[CH:22][CH:21]=3)[CH2:10][NH:9][C:8]2=[O:26])=[CH:4][CH:3]=1.I[CH3:30].[H-].[Na+]. The catalyst is CN(C=O)C.O. The product is [Cl:1][C:2]1[CH:3]=[CH:4][C:5]([CH2:6][C@@H:7]2[CH2:18][CH:17]=[CH:16][CH2:15][CH2:14][C:13](=[O:19])[O:12][C@H:11]([C:20]3[CH:21]=[CH:22][CH:23]=[CH:24][CH:25]=3)[CH2:10][N:9]([CH3:30])[C:8]2=[O:26])=[CH:27][CH:28]=1. The yield is 0.530. (8) The reactants are [C:1]([NH:5][S:6]([C:9]1[C:10]([C:15]2[CH:20]=[CH:19][C:18]([C:21]3[CH:22]=[C:23]4[C:27](=[C:28]([N+:30]([O-])=O)[CH:29]=3)[NH:26][CH:25]=[CH:24]4)=[C:17]([F:33])[CH:16]=2)=[CH:11][CH:12]=[CH:13][CH:14]=1)(=[O:8])=[O:7])([CH3:4])([CH3:3])[CH3:2].[NH4+].[Cl-]. The catalyst is O.CC(C)=O.[Zn]. The product is [NH2:30][C:28]1[CH:29]=[C:21]([C:18]2[CH:19]=[CH:20][C:15]([C:10]3[C:9]([S:6]([NH:5][C:1]([CH3:3])([CH3:2])[CH3:4])(=[O:8])=[O:7])=[CH:14][CH:13]=[CH:12][CH:11]=3)=[CH:16][C:17]=2[F:33])[CH:22]=[C:23]2[C:27]=1[NH:26][CH:25]=[CH:24]2. The yield is 0.280.